From a dataset of CYP3A4 inhibition data for predicting drug metabolism from PubChem BioAssay. Regression/Classification. Given a drug SMILES string, predict its absorption, distribution, metabolism, or excretion properties. Task type varies by dataset: regression for continuous measurements (e.g., permeability, clearance, half-life) or binary classification for categorical outcomes (e.g., BBB penetration, CYP inhibition). Dataset: cyp3a4_veith. The compound is COC(=O)[C@@]1(Cc2ccc(F)cc2)[C@H]2c3cc(C(=O)N4CCCC4)n(Cc4ccccn4)c3C[C@H]2CN1C(=O)c1ccccc1. The result is 1 (inhibitor).